Dataset: Reaction yield outcomes from USPTO patents with 853,638 reactions. Task: Predict the reaction yield, written as a fraction of the theoretical maximum amount of product (1.0 means a 100% yield; for example, 0.34 means a 34% yield). (1) The reactants are C[CH2:2][N:3]=[C:4]=NCCCN(C)C.Cl.[NH2:13][C:14]1[C:22]([N+:23]([O-:25])=[O:24])=[CH:21][CH:20]=[CH:19][C:15]=1[C:16](O)=[O:17].CNC.C1COCC1. The catalyst is ClCCl.ON1C2C=CC=CC=2N=N1. The product is [NH2:13][C:14]1[C:22]([N+:23]([O-:25])=[O:24])=[CH:21][CH:20]=[CH:19][C:15]=1[C:16]([N:3]([CH3:4])[CH3:2])=[O:17]. The yield is 1.00. (2) The reactants are [H-].[Na+].C(OC([NH:10][C@H:11]1[CH2:16][CH2:15][C@@H:14]([CH2:17][OH:18])[CH2:13][CH2:12]1)=O)(C)(C)C.[CH2:19]1OCCOCCOCCOCCOC1.CI. The catalyst is C1COCC1. The product is [CH3:19][O:18][CH2:17][C@@H:14]1[CH2:13][CH2:12][C@H:11]([NH2:10])[CH2:16][CH2:15]1. The yield is 0.790. (3) The reactants are [H-].[Na+].O1[C:7]2[CH:8]=[CH:9][CH:10]=[CH:11][C:6]=2[N:5]=[C:4]1[N:12]([C:24]1[CH:29]=[CH:28][CH:27]=[CH:26][N:25]=1)CCCCCCC(OCC)=O.[CH2:30]([O:32][C:33](=[O:41])[CH2:34][CH2:35][CH2:36][CH2:37][CH2:38][CH2:39]I)[CH3:31].O.[CH3:43][N:44](C=O)C. No catalyst specified. The product is [CH3:43][N:44]1[C:7]2[CH:8]=[CH:9][CH:10]=[CH:11][C:6]=2[N:5]=[C:4]1[N:12]([C:24]1[CH:29]=[CH:28][CH:27]=[CH:26][N:25]=1)[CH2:39][CH2:38][CH2:37][CH2:36][CH2:35][CH2:34][C:33]([O:32][CH2:30][CH3:31])=[O:41]. The yield is 0.640. (4) The reactants are [C:1]([OH:5])(=[O:4])[CH2:2][OH:3].O1[B:11]([C@@H:12]([NH:17][C:18](=[O:31])[CH2:19][NH:20][C:21](=[O:30])[C:22]2[CH:27]=[C:26]([Cl:28])[CH:25]=[CH:24][C:23]=2[Cl:29])[CH2:13][CH:14]([CH3:16])[CH3:15])O[B:11]([C@@H:12]([NH:17][C:18](=[O:31])[CH2:19][NH:20][C:21](=[O:30])[C:22]2[CH:27]=[C:26]([Cl:28])[CH:25]=[CH:24][C:23]=2[Cl:29])[CH2:13][CH:14]([CH3:16])[CH3:15])O[B:11]1[C@@H:12]([NH:17][C:18](=[O:31])[CH2:19][NH:20][C:21](=[O:30])[C:22]1[CH:27]=[C:26]([Cl:28])[CH:25]=[CH:24][C:23]=1[Cl:29])[CH2:13][CH:14]([CH3:16])[CH3:15]. The catalyst is CCOC(C)=O. The product is [Cl:29][C:23]1[CH:24]=[CH:25][C:26]([Cl:28])=[CH:27][C:22]=1[C:21]([NH:20][CH2:19][C:18]([NH:17][C@H:12]([B:11]1[O:4][C:1](=[O:5])[CH2:2][O:3]1)[CH2:13][CH:14]([CH3:16])[CH3:15])=[O:31])=[O:30]. The yield is 0.950. (5) The reactants are [CH2:1]([O:4][C:5]1[CH:19]=[CH:18][C:8]([CH2:9][S:10][CH2:11][CH2:12][N:13]2[CH:17]=[CH:16][N:15]=[N:14]2)=[CH:7][CH:6]=1)[CH:2]=[CH2:3].ClC1C=C(C(OO)=[O:28])C=CC=1. The catalyst is ClCCl.C(OCC)(=O)C. The product is [CH2:1]([O:4][C:5]1[CH:19]=[CH:18][C:8]([CH2:9][S:10]([CH2:11][CH2:12][N:13]2[CH:17]=[CH:16][N:15]=[N:14]2)=[O:28])=[CH:7][CH:6]=1)[CH:2]=[CH2:3]. The yield is 0.620. (6) The reactants are [C:1]1([C@H:7]2[O:14][CH2:13][C@H:12]3[N:8]2[C:9](=[O:15])[CH2:10][CH2:11]3)[CH:6]=[CH:5][CH:4]=[CH:3][CH:2]=1.[CH3:16]I.[Cl-].[NH4+]. The catalyst is C1COCC1.C([N-]C(C)C)(C)C.[Li+]. The product is [CH3:16][C@@H:10]1[C:9](=[O:15])[N:8]2[C@H:12]([CH2:13][O:14][C@@H:7]2[C:1]2[CH:2]=[CH:3][CH:4]=[CH:5][CH:6]=2)[CH2:11]1. The yield is 0.700.